This data is from Reaction yield outcomes from USPTO patents with 853,638 reactions. The task is: Predict the reaction yield, written as a fraction of the theoretical maximum amount of product (1.0 means a 100% yield; for example, 0.34 means a 34% yield). (1) The reactants are [C:1](Cl)(=O)C(Cl)=O.C([O:10][C:11]1[C:19]([O:20][CH3:21])=[CH:18][C:14]([C:15]([OH:17])=[O:16])=[C:13]([N+:22]([O-:24])=[O:23])[C:12]=1[O:25][CH3:26])(=O)C. The catalyst is CN(C=O)C.C1COCC1. The product is [CH3:26][O:25][C:12]1[C:13]([N+:22]([O-:24])=[O:23])=[C:14]([CH:18]=[C:19]([O:20][CH3:21])[C:11]=1[OH:10])[C:15]([O:17][CH3:1])=[O:16]. The yield is 0.830. (2) The reactants are C([O:3][C:4](=[O:49])[CH2:5][N:6]([C:22](=[O:48])[CH2:23][N:24]1[CH:47]=[CH:46][C:28]([NH:29][C:30]([O:32][CH:33]([C:40]2[CH:45]=[CH:44][CH:43]=[CH:42][CH:41]=2)[C:34]2[CH:39]=[CH:38][CH:37]=[CH:36][CH:35]=2)=[O:31])=[N:27][C:25]1=[O:26])[CH2:7][CH2:8][NH:9][S:10]([C:13]1[CH:18]=[CH:17][CH:16]=[CH:15][C:14]=1[N+:19]([O-:21])=[O:20])(=[O:12])=[O:11])C.[OH-].[Li+].Cl.[Cl-].[Na+]. The catalyst is C1COCC1.O. The product is [CH:33]([O:32][C:30]([NH:29][C:28]1[CH:46]=[CH:47][N:24]([CH2:23][C:22]([N:6]([CH2:7][CH2:8][NH:9][S:10]([C:13]2[CH:18]=[CH:17][CH:16]=[CH:15][C:14]=2[N+:19]([O-:21])=[O:20])(=[O:11])=[O:12])[CH2:5][C:4]([OH:49])=[O:3])=[O:48])[C:25](=[O:26])[N:27]=1)=[O:31])([C:40]1[CH:41]=[CH:42][CH:43]=[CH:44][CH:45]=1)[C:34]1[CH:35]=[CH:36][CH:37]=[CH:38][CH:39]=1. The yield is 0.780. (3) The reactants are [Br:1][C:2]1[CH:15]=[C:14]2[C:5]([O:6][C:7]3([CH3:21])[CH:12]([C:13]2=O)[CH2:11][C:10]2([O:20][CH2:19][CH2:18][O:17]2)[CH2:9][CH2:8]3)=[CH:4][CH:3]=1.[C@H:22](O)(C([O-])=O)[C@@H](O)C([O-])=O.[Na+].[K+]. The catalyst is C1COCC1.[CH3-].C[Al+]C.[CH-]1C=CC=C1.[CH-]1C=CC=C1.[Cl-].[Ti+3]. The product is [Br:1][C:2]1[CH:15]=[C:14]2[C:5]([O:6][C@@:7]3([CH3:21])[C@H:12]([C:13]2=[CH2:22])[CH2:11][C:10]2([O:20][CH2:19][CH2:18][O:17]2)[CH2:9][CH2:8]3)=[CH:4][CH:3]=1.[Br:1][C:2]1[CH:15]=[C:14]2[C:5]([O:6][C@@:7]3([CH3:21])[C@@H:12]([C:13]2=[CH2:22])[CH2:11][C:10]2([O:20][CH2:19][CH2:18][O:17]2)[CH2:9][CH2:8]3)=[CH:4][CH:3]=1. The yield is 0.308. (4) The reactants are [CH3:1][N:2]1[C:6]([C:7]2[CH:12]=[CH:11][CH:10]=[CH:9][CH:8]=2)=[C:5]([CH:13]=[O:14])[C:4](=[O:15])[N:3]1[CH3:16].CC(=CC)C.Cl([O-])=[O:23].[Na+].P([O-])([O-])[O-].[K+].[K+].[K+]. The catalyst is C(O)(C)(C)C.O. The product is [CH3:1][N:2]1[C:6]([C:7]2[CH:12]=[CH:11][CH:10]=[CH:9][CH:8]=2)=[C:5]([C:13]([OH:23])=[O:14])[C:4](=[O:15])[N:3]1[CH3:16]. The yield is 0.350. (5) The reactants are Cl[C:2]1[C:7]([CH2:8][CH:9]([CH3:11])[CH3:10])=[C:6]([N:12]2[CH2:17][CH2:16][CH:15]([C:18]3[N:27]=[C:26]4[C:21]([CH2:22][CH2:23][CH2:24][NH:25]4)=[CH:20][CH:19]=3)[CH2:14][CH2:13]2)[N:5]=[CH:4][N:3]=1.[NH2:28][CH2:29][C@@H:30]([C:42]([O:44][C:45]([CH3:48])([CH3:47])[CH3:46])=[O:43])[NH:31][C:32]([O:34][CH2:35][C:36]1[CH:41]=[CH:40][CH:39]=[CH:38][CH:37]=1)=[O:33].[F-].[Cs+].C1(P(C2C=CC=CC=2)C2C=CC3C(=CC=CC=3)C=2C2C3C(=CC=CC=3)C=CC=2P(C2C=CC=CC=2)C2C=CC=CC=2)C=CC=CC=1. The catalyst is O1CCOCC1.C1C=CC(/C=C/C(/C=C/C2C=CC=CC=2)=O)=CC=1.C1C=CC(/C=C/C(/C=C/C2C=CC=CC=2)=O)=CC=1.C1C=CC(/C=C/C(/C=C/C2C=CC=CC=2)=O)=CC=1.[Pd].[Pd]. The product is [CH3:46][C:45]([O:44][C:42](=[O:43])[C@H:30]([CH2:29][NH:28][C:2]1[C:7]([CH2:8][CH:9]([CH3:11])[CH3:10])=[C:6]([N:12]2[CH2:17][CH2:16][CH:15]([C:18]3[N:27]=[C:26]4[C:21]([CH2:22][CH2:23][CH2:24][NH:25]4)=[CH:20][CH:19]=3)[CH2:14][CH2:13]2)[N:5]=[CH:4][N:3]=1)[NH:31][C:32]([O:34][CH2:35][C:36]1[CH:41]=[CH:40][CH:39]=[CH:38][CH:37]=1)=[O:33])([CH3:48])[CH3:47]. The yield is 0.830. (6) The reactants are [Br:1][C:2]1[CH:11]=[CH:10][C:9]2[C:4](=[CH:5][CH:6]=[C:7]([NH2:13])[C:8]=2[NH2:12])[CH:3]=1.[CH:14](O)=O. No catalyst specified. The product is [Br:1][C:2]1[CH:11]=[CH:10][C:9]2[C:8]3[N:12]=[CH:14][NH:13][C:7]=3[CH:6]=[CH:5][C:4]=2[CH:3]=1. The yield is 0.320. (7) The catalyst is C1COCC1. The reactants are C[O:2][C:3](=[O:21])[C:4]1[CH:9]=[C:8]([N:10]2[CH2:14][CH2:13][CH2:12][CH2:11]2)[CH:7]=[C:6]([N:15]2[CH2:19][CH2:18][CH2:17][C:16]2=[O:20])[CH:5]=1.[OH-].[Na+]. The yield is 0.950. The product is [O:20]=[C:16]1[CH2:17][CH2:18][CH2:19][N:15]1[C:6]1[CH:5]=[C:4]([CH:9]=[C:8]([N:10]2[CH2:11][CH2:12][CH2:13][CH2:14]2)[CH:7]=1)[C:3]([OH:21])=[O:2]. (8) The reactants are IC.[F:3][C:4]1[CH:9]=[CH:8][C:7]([C:10]([N:12]2[CH2:17][CH2:16][N:15]3[N:18]=[C:19]([CH2:22][O:23][C:24]4[CH:29]=[CH:28][CH:27]=[CH:26][CH:25]=4)[C:20]([OH:21])=[C:14]3[CH2:13]2)=[O:11])=[CH:6][CH:5]=1.[C:30]([O-])([O-])=O.[Cs+].[Cs+]. The catalyst is CN(C=O)C. The product is [F:3][C:4]1[CH:5]=[CH:6][C:7]([C:10]([N:12]2[CH2:17][CH2:16][N:15]3[N:18]=[C:19]([CH2:22][O:23][C:24]4[CH:25]=[CH:26][CH:27]=[CH:28][CH:29]=4)[C:20]([O:21][CH3:30])=[C:14]3[CH2:13]2)=[O:11])=[CH:8][CH:9]=1. The yield is 0.250. (9) The reactants are [C:1](/[C:3](=[C:7](\[C:11]1[CH:16]=[CH:15][C:14]([O:17][CH2:18][O:19][CH3:20])=[CH:13][CH:12]=1)/[CH:8]([CH3:10])[CH3:9])/[C:4]([OH:6])=O)#[N:2].CCN=C=NCCCN(C)C.C1C=CC2N(O)N=NC=2C=1.[CH2:42]([NH2:51])[CH2:43][CH2:44][CH2:45][CH2:46][CH2:47][CH2:48][CH2:49][CH3:50]. No catalyst specified. The product is [C:1](/[C:3](=[C:7](\[C:11]1[CH:16]=[CH:15][C:14]([O:17][CH2:18][O:19][CH3:20])=[CH:13][CH:12]=1)/[CH:8]([CH3:10])[CH3:9])/[C:4]([NH:51][CH2:42][CH2:43][CH2:44][CH2:45][CH2:46][CH2:47][CH2:48][CH2:49][CH3:50])=[O:6])#[N:2]. The yield is 0.120. (10) The reactants are [NH2:1][C:2]1[CH:3]=[C:4]([C:8]2[C:17]3[C:12](=[C:13]4[CH:21]=[CH:20][CH:19]=[CH:18][C:14]4=[CH:15][CH:16]=3)[NH:11][C:10](=[O:22])[N:9]=2)[CH:5]=[CH:6][CH:7]=1.CO.[ClH:25]. The catalyst is C(Cl)(Cl)Cl.C(OCC)(=O)C. The product is [ClH:25].[NH2:1][C:2]1[CH:3]=[C:4]([C:8]2[C:17]3[C:12](=[C:13]4[CH:21]=[CH:20][CH:19]=[CH:18][C:14]4=[CH:15][CH:16]=3)[NH:11][C:10](=[O:22])[N:9]=2)[CH:5]=[CH:6][CH:7]=1. The yield is 1.00.